This data is from Full USPTO retrosynthesis dataset with 1.9M reactions from patents (1976-2016). The task is: Predict the reactants needed to synthesize the given product. (1) Given the product [NH2:1][C:2]1[N:7]=[C:6]([C:8]2[S:12][C:11]3[CH:13]=[CH:14][C:15]([CH2:17][C:18]4[CH:19]=[C:20]([CH:24]=[CH:25][CH:26]=4)[C:21]([O:23][CH:33]([CH3:35])[CH3:34])=[O:22])=[CH:16][C:10]=3[C:9]=2[CH3:27])[CH:5]=[CH:4][N:3]=1, predict the reactants needed to synthesize it. The reactants are: [NH2:1][C:2]1[N:7]=[C:6]([C:8]2[S:12][C:11]3[CH:13]=[CH:14][C:15]([CH2:17][C:18]4[CH:19]=[C:20]([CH:24]=[CH:25][CH:26]=4)[C:21]([OH:23])=[O:22])=[CH:16][C:10]=3[C:9]=2[CH3:27])[CH:5]=[CH:4][N:3]=1.OS(O)(=O)=O.[CH:33](O)([CH3:35])[CH3:34]. (2) Given the product [CH3:32][O:31][C:24]1[N:23]=[C:22]([NH:1][C:2]2[S:3][C:4]3[CH2:10][CH:9]([NH:11][C:12](=[O:18])[O:13][C:14]([CH3:15])([CH3:17])[CH3:16])[CH2:8][CH2:7][C:5]=3[N:6]=2)[C:27]([N+:28]([O-:30])=[O:29])=[CH:26][CH:25]=1, predict the reactants needed to synthesize it. The reactants are: [NH2:1][C:2]1[S:3][C:4]2[CH2:10][CH:9]([NH:11][C:12](=[O:18])[O:13][C:14]([CH3:17])([CH3:16])[CH3:15])[CH2:8][CH2:7][C:5]=2[N:6]=1.[H-].[Na+].Cl[C:22]1[C:27]([N+:28]([O-:30])=[O:29])=[CH:26][CH:25]=[C:24]([O:31][CH3:32])[N:23]=1.[Cl-].[NH4+]. (3) Given the product [OH:24][C:25]1[CH:30]=[C:29]([OH:31])[CH:28]=[CH:27][C:26]=1[C@@H:39]1[CH2:40][CH2:41][C@H:42]([NH:45][C:8]([NH:7][C:1]2[CH:6]=[CH:5][CH:4]=[CH:3][CH:2]=2)=[O:9])[CH2:43][CH2:44]1, predict the reactants needed to synthesize it. The reactants are: [C:1]1([N:7]=[C:8]=[O:9])[CH:6]=[CH:5][CH:4]=[CH:3][CH:2]=1.C(N(CC)CC)C.[Si]([O:24][C:25]1[CH:30]=[C:29]([O:31][Si](C(C)(C)C)(C)C)[CH:28]=[CH:27][C:26]=1[C@@H:39]1[CH2:44][CH2:43][C@H:42]([NH2:45])[CH2:41][CH2:40]1)(C(C)(C)C)(C)C.